The task is: Regression/Classification. Given a drug SMILES string, predict its absorption, distribution, metabolism, or excretion properties. Task type varies by dataset: regression for continuous measurements (e.g., permeability, clearance, half-life) or binary classification for categorical outcomes (e.g., BBB penetration, CYP inhibition). Dataset: b3db_classification.. This data is from Blood-brain barrier permeability classification from the B3DB database. The compound is CC(C)n1c(/C=C/[C@H](O)C[C@@H](O)CC(=O)O)c(-c2ccc(F)cc2)c2ccccc21. The result is 1 (penetrates BBB).